Task: Predict the reaction yield, written as a fraction of the theoretical maximum amount of product (1.0 means a 100% yield; for example, 0.34 means a 34% yield).. Dataset: Reaction yield outcomes from USPTO patents with 853,638 reactions (1) The reactants are [C:1]([C:5]1[CH:6]=[C:7]([NH:28][C:29]([NH:31][C@@H:32]2[C:41]3[C:36](=[CH:37][CH:38]=[CH:39][CH:40]=3)[C@H:35]([O:42][C:43]3[CH:44]=[CH:45][C:46]4[N:47]([C:49]([N:52]5[CH2:57][CH2:56][CH2:55][CH2:54][CH2:53]5)=[N:50][N:51]=4)[CH:48]=3)[CH2:34][CH2:33]2)=[O:30])[N:8]([C:10]2[CH:15]=[CH:14][C:13]([Cl:16])=[C:12]([O:17][Si](C(C)C)(C(C)C)C(C)C)[CH:11]=2)[N:9]=1)([CH3:4])([CH3:3])[CH3:2].CCCC[N+](CCCC)(CCCC)CCCC.[F-]. The catalyst is C1COCC1. The product is [C:1]([C:5]1[CH:6]=[C:7]([NH:28][C:29]([NH:31][C@@H:32]2[C:41]3[C:36](=[CH:37][CH:38]=[CH:39][CH:40]=3)[C@H:35]([O:42][C:43]3[CH:44]=[CH:45][C:46]4[N:47]([C:49]([N:52]5[CH2:57][CH2:56][CH2:55][CH2:54][CH2:53]5)=[N:50][N:51]=4)[CH:48]=3)[CH2:34][CH2:33]2)=[O:30])[N:8]([C:10]2[CH:15]=[CH:14][C:13]([Cl:16])=[C:12]([OH:17])[CH:11]=2)[N:9]=1)([CH3:4])([CH3:2])[CH3:3]. The yield is 0.780. (2) The reactants are [CH2:1]([O:8][C:9]1[CH:16]=[C:15]([N:17]([CH2:23][CH2:24][CH2:25][CH3:26])[CH2:18][CH2:19][CH2:20][CH2:21][OH:22])[CH:14]=[CH:13][C:10]=1[CH:11]=[O:12])[C:2]1[CH:7]=[CH:6][CH:5]=[CH:4][CH:3]=1.N1C=CN=C1.[C:32]([Si:36](Cl)([C:43]1[CH:48]=[CH:47][CH:46]=[CH:45][CH:44]=1)[C:37]1[CH:42]=[CH:41][CH:40]=[CH:39][CH:38]=1)([CH3:35])([CH3:34])[CH3:33].O. The catalyst is CN(C)C=O.C(OCC)(=O)C. The product is [CH2:1]([O:8][C:9]1[CH:16]=[C:15]([N:17]([CH2:23][CH2:24][CH2:25][CH3:26])[CH2:18][CH2:19][CH2:20][CH2:21][O:22][Si:36]([C:32]([CH3:35])([CH3:34])[CH3:33])([C:43]2[CH:44]=[CH:45][CH:46]=[CH:47][CH:48]=2)[C:37]2[CH:42]=[CH:41][CH:40]=[CH:39][CH:38]=2)[CH:14]=[CH:13][C:10]=1[CH:11]=[O:12])[C:2]1[CH:3]=[CH:4][CH:5]=[CH:6][CH:7]=1. The yield is 0.765. (3) The reactants are [CH3:1][C:2]1[NH:3][C:4]2[C:9]([C:10](=O)[C:11]=1[C:12]#[N:13])=[CH:8][C:7]([N+:15]([O-:17])=[O:16])=[CH:6][CH:5]=2.O=P(Cl)(Cl)[Cl:20]. No catalyst specified. The product is [Cl:20][C:10]1[C:9]2[C:4](=[CH:5][CH:6]=[C:7]([N+:15]([O-:17])=[O:16])[CH:8]=2)[N:3]=[C:2]([CH3:1])[C:11]=1[C:12]#[N:13]. The yield is 0.850.